From a dataset of Forward reaction prediction with 1.9M reactions from USPTO patents (1976-2016). Predict the product of the given reaction. Given the reactants [C:1]1([CH3:17])[CH:6]=[CH:5][CH:4]=[C:3]([C:7]2[N:12]=[CH:11][C:10]([NH:13]C(=O)C)=[CH:9][CH:8]=2)[CH:2]=1.F[B-](F)(F)F.[Cl:23][C:24]1[CH:29]=[CH:28][C:27]([I+]C2C(C)=CC(C)=CC=2C)=[CH:26][CH:25]=1, predict the reaction product. The product is: [Cl:23][C:24]1[CH:29]=[CH:28][C:27]([C:4]2[CH:5]=[CH:6][C:1]([CH3:17])=[CH:2][C:3]=2[C:7]2[N:12]=[CH:11][C:10]([NH2:13])=[CH:9][CH:8]=2)=[CH:26][CH:25]=1.